The task is: Predict which catalyst facilitates the given reaction.. This data is from Catalyst prediction with 721,799 reactions and 888 catalyst types from USPTO. (1) Reactant: [C:1]([N:5]1[C:10](=[O:11])[C:9](Cl)=[C:8]([S:13][CH2:14][C:15]2[CH:20]=[CH:19][C:18]([C:21]([CH3:24])([CH3:23])[CH3:22])=[CH:17][CH:16]=2)[CH:7]=[N:6]1)([CH3:4])([CH3:3])[CH3:2].[F-:25].[K+].CS(C)=O. Product: [C:1]([N:5]1[C:10](=[O:11])[C:9]([F:25])=[C:8]([S:13][CH2:14][C:15]2[CH:20]=[CH:19][C:18]([C:21]([CH3:24])([CH3:23])[CH3:22])=[CH:17][CH:16]=2)[CH:7]=[N:6]1)([CH3:4])([CH3:3])[CH3:2]. The catalyst class is: 6. (2) Product: [CH3:7][C:8]1[CH:9]=[CH:10][N:11]=[CH:12][C:13]=1[CH2:14][OH:15]. Reactant: B.O1CCCC1.[CH3:7][C:8]1[C:13]([C:14](O)=[O:15])=[CH:12][N:11]=[CH:10][CH:9]=1.Cl. The catalyst class is: 7.